Dataset: Peptide-MHC class II binding affinity with 134,281 pairs from IEDB. Task: Regression. Given a peptide amino acid sequence and an MHC pseudo amino acid sequence, predict their binding affinity value. This is MHC class II binding data. (1) The binding affinity (normalized) is 0.583. The peptide sequence is DESIFINKLNGAMVE. The MHC is DRB3_0101 with pseudo-sequence DRB3_0101. (2) The peptide sequence is KCEFQDAYVLLSEKK. The MHC is DRB1_0301 with pseudo-sequence DRB1_0301. The binding affinity (normalized) is 0.199. (3) The peptide sequence is SYTIVSSLGVDDVGT. The MHC is DRB5_0101 with pseudo-sequence DRB5_0101. The binding affinity (normalized) is 0.585. (4) The peptide sequence is YRKLKREITFHGAKE. The MHC is DRB5_0101 with pseudo-sequence DRB5_0101. The binding affinity (normalized) is 0.434. (5) The peptide sequence is GDGFIDFNEFISFCN. The MHC is HLA-DPA10103-DPB10401 with pseudo-sequence HLA-DPA10103-DPB10401. The binding affinity (normalized) is 0.596. (6) The binding affinity (normalized) is 0.563. The peptide sequence is SRGNRAFIAINLQKN. The MHC is DRB1_1602 with pseudo-sequence DRB1_1602. (7) The peptide sequence is FQKTILKATTALKDV. The MHC is DRB1_0401 with pseudo-sequence DRB1_0401. The binding affinity (normalized) is 0.534. (8) The peptide sequence is KSSKPLVGPFNFRFM. The MHC is HLA-DQA10104-DQB10503 with pseudo-sequence HLA-DQA10104-DQB10503. The binding affinity (normalized) is 0.132. (9) The peptide sequence is ADCGAGFFDPLTRGV. The MHC is HLA-DQA10301-DQB10302 with pseudo-sequence HLA-DQA10301-DQB10302. The binding affinity (normalized) is 0.247. (10) The peptide sequence is LLKDVEYARPGLISS. The MHC is DRB1_0101 with pseudo-sequence DRB1_0101. The binding affinity (normalized) is 0.788.